From a dataset of Forward reaction prediction with 1.9M reactions from USPTO patents (1976-2016). Predict the product of the given reaction. (1) Given the reactants [N:1]1[N:2]=[C:3]([C:10]2[CH:19]=[CH:18][C:17]3[C:12](=[C:13]([OH:21])[C:14]([Br:20])=[CH:15][CH:16]=3)[N:11]=2)[N:4]2[CH:9]=[CH:8][CH:7]=[CH:6][C:5]=12.CCN(CC)CC.C1(N([S:36]([C:39]([F:42])([F:41])[F:40])(=[O:38])=[O:37])[S:36]([C:39]([F:42])([F:41])[F:40])(=[O:38])=[O:37])C=CC=CC=1, predict the reaction product. The product is: [F:40][C:39]([F:42])([F:41])[S:36]([O:21][C:13]1[C:14]([Br:20])=[CH:15][CH:16]=[C:17]2[C:12]=1[N:11]=[C:10]([C:3]1[N:4]3[CH:9]=[CH:8][CH:7]=[CH:6][C:5]3=[N:1][N:2]=1)[CH:19]=[CH:18]2)(=[O:38])=[O:37]. (2) Given the reactants [F:1][C:2]1[C:11]([F:12])=[CH:10][CH:9]=[C:8]2[C:3]=1[CH:4]=[CH:5][C:6](Br)=[CH:7]2.BrC1C=C2C(=CC=1)C(F)=C(N)C=C2.F[B-](F)(F)F.[H+].FC1C=C2C(=CC=1)C=C(Br)C=C2.[CH2:45]([CH:50]1[CH2:55][CH2:54][CH:53]=[CH:52][CH2:51]1)[CH2:46][CH2:47][CH2:48][CH3:49], predict the reaction product. The product is: [F:1][C:2]1[C:11]([F:12])=[CH:10][CH:9]=[C:8]2[C:3]=1[CH:4]=[CH:5][C:6]([C@H:53]1[CH2:52][CH2:51][C@H:50]([CH2:45][CH2:46][CH2:47][CH2:48][CH3:49])[CH2:55][CH2:54]1)=[CH:7]2. (3) Given the reactants [O:1]1[C:6]2[CH:7]=[CH:8][CH:9]=[CH:10][C:5]=2[N:4]([CH2:11][CH2:12][O:13][C:14]2[CH:19]=[CH:18][C:17]([CH2:20][CH:21]([O:25][CH2:26][CH3:27])[C:22](O)=[O:23])=[CH:16][CH:15]=2)[CH2:3][CH2:2]1.[NH3:28], predict the reaction product. The product is: [O:1]1[C:6]2[CH:7]=[CH:8][CH:9]=[CH:10][C:5]=2[N:4]([CH2:11][CH2:12][O:13][C:14]2[CH:19]=[CH:18][C:17]([CH2:20][CH:21]([O:25][CH2:26][CH3:27])[C:22]([NH2:28])=[O:23])=[CH:16][CH:15]=2)[CH2:3][CH2:2]1. (4) The product is: [OH2:20].[ClH:23].[ClH:23].[C:34]([C@@H:28]1[CH2:29][C:30]([F:32])([F:33])[CH2:31][N:27]1[C:25](=[O:26])[CH2:24][NH:1][C:2]12[CH2:11][CH:6]3[CH2:7][CH:8]([CH2:10][C:4]([NH:12][C:13](=[O:22])[C:14]4[CH:19]=[CH:18][C:17]([O:20][CH3:21])=[CH:16][CH:15]=4)([CH2:5]3)[CH2:3]1)[CH2:9]2)#[N:35]. Given the reactants [NH2:1][C:2]12[CH2:11][CH:6]3[CH2:7][CH:8]([CH2:10][C:4]([NH:12][C:13](=[O:22])[C:14]4[CH:19]=[CH:18][C:17]([O:20][CH3:21])=[CH:16][CH:15]=4)([CH2:5]3)[CH2:3]1)[CH2:9]2.[Cl:23][CH2:24][C:25]([N:27]1[CH2:31][C:30]([F:33])([F:32])[CH2:29][C@H:28]1[C:34]#[N:35])=[O:26].CCN(C(C)C)C(C)C, predict the reaction product.